This data is from Reaction yield outcomes from USPTO patents with 853,638 reactions. The task is: Predict the reaction yield, written as a fraction of the theoretical maximum amount of product (1.0 means a 100% yield; for example, 0.34 means a 34% yield). The product is [C:39]([CH2:38][C:35]1[CH:36]=[CH:37][C:32]([CH2:31][C:16]2([C:19]([O:21][CH3:22])=[O:20])[CH2:15][CH2:14][N:13]([C:23]([O:25][C:26]([CH3:29])([CH3:28])[CH3:27])=[O:24])[CH2:18][CH2:17]2)=[CH:33][CH:34]=1)#[N:40]. The catalyst is O1CCCC1. The reactants are C(NC(C)C)(C)C.C([Li])CCC.[N:13]1([C:23]([O:25][C:26]([CH3:29])([CH3:28])[CH3:27])=[O:24])[CH2:18][CH2:17][CH:16]([C:19]([O:21][CH3:22])=[O:20])[CH2:15][CH2:14]1.Cl[CH2:31][C:32]1[CH:37]=[CH:36][C:35]([CH2:38][C:39]#[N:40])=[CH:34][CH:33]=1. The yield is 0.390.